This data is from Full USPTO retrosynthesis dataset with 1.9M reactions from patents (1976-2016). The task is: Predict the reactants needed to synthesize the given product. Given the product [ClH:29].[Br:1][C:2]1[CH:3]=[C:4]2[C:9](=[CH:10][CH:11]=1)[N:8]=[CH:7][N:6]=[C:5]2[O:12][C@H:13]1[CH2:17][NH:16][C@H:15]([C:25]([O:27][CH3:28])=[O:26])[CH2:14]1, predict the reactants needed to synthesize it. The reactants are: [Br:1][C:2]1[CH:3]=[C:4]2[C:9](=[CH:10][CH:11]=1)[N:8]=[CH:7][N:6]=[C:5]2[O:12][C@H:13]1[CH2:17][N:16](C(OC(C)(C)C)=O)[C@H:15]([C:25]([O:27][CH3:28])=[O:26])[CH2:14]1.[ClH:29].